Dataset: Catalyst prediction with 721,799 reactions and 888 catalyst types from USPTO. Task: Predict which catalyst facilitates the given reaction. (1) Product: [CH3:1][C:2]1[C:7]([CH:8]([CH2:13][CH2:14][CH3:15])[C:9]([OH:11])=[O:10])=[C:6]([C:16]2[CH:17]=[CH:18][C:19]3[N:24]([CH3:25])[CH2:23][CH2:22][O:21][C:20]=3[CH:26]=2)[N:5]=[C:4]([C:27]2[CH:32]=[CH:31][CH:30]=[CH:29][CH:28]=2)[N:3]=1. Reactant: [CH3:1][C:2]1[C:7]([CH:8]([CH2:13][CH2:14][CH3:15])[C:9]([O:11]C)=[O:10])=[C:6]([C:16]2[CH:17]=[CH:18][C:19]3[N:24]([CH3:25])[CH2:23][CH2:22][O:21][C:20]=3[CH:26]=2)[N:5]=[C:4]([C:27]2[CH:32]=[CH:31][CH:30]=[CH:29][CH:28]=2)[N:3]=1.[OH-].[Na+]. The catalyst class is: 5. (2) Reactant: [CH3:1][O:2][C:3]1[CH:4]=[CH:5][C:6]([C:18](=[O:40])[C:19]2[CH:24]=[CH:23][C:22]([O:25][CH2:26][CH2:27][C:28]3[N:29]=[C:30]([C:34]4[CH:39]=[CH:38][CH:37]=[CH:36][CH:35]=4)[O:31][C:32]=3[CH3:33])=[CH:21][CH:20]=2)=[C:7]([CH:17]=1)[O:8][C@H:9]([CH3:16])[C:10]([O:12]CCC)=[O:11].O.[OH-].[Li+].Cl.C(OCC)(=O)C. Product: [CH3:1][O:2][C:3]1[CH:4]=[CH:5][C:6]([C:18](=[O:40])[C:19]2[CH:20]=[CH:21][C:22]([O:25][CH2:26][CH2:27][C:28]3[N:29]=[C:30]([C:34]4[CH:39]=[CH:38][CH:37]=[CH:36][CH:35]=4)[O:31][C:32]=3[CH3:33])=[CH:23][CH:24]=2)=[C:7]([CH:17]=1)[O:8][C@H:9]([CH3:16])[C:10]([OH:12])=[O:11]. The catalyst class is: 30. (3) Reactant: [NH2:1][C:2]([N:4]([C:12]1[CH:17]=[CH:16][CH:15]=[C:14]([I:18])[CH:13]=1)[C@H:5]([C:7](OCC)=O)C)=[O:3].C[Si](C)(C)[O-].[K+].Cl.[O:26]1CCC[CH2:27]1. Product: [I:18][C:14]1[CH:13]=[C:12]([N:4]2[CH2:5][CH2:7][C:27](=[O:26])[NH:1][C:2]2=[O:3])[CH:17]=[CH:16][CH:15]=1. The catalyst class is: 13. (4) Product: [CH3:1][O:2][C:3](=[O:40])[CH2:4][CH2:5][C:6]1[CH:11]=[CH:10][C:9]([C:12]([CH2:13][CH3:14])([C:15]2[CH:20]=[CH:19][C:18]([C:21]#[C:22][C:23]([O:32][CH2:33][O:34][CH3:35])([C:28]([F:29])([F:31])[F:30])[C:24]([F:25])([F:26])[F:27])=[C:17]([CH3:36])[CH:16]=2)[CH2:37][CH3:38])=[CH:8][C:7]=1[CH3:39]. Reactant: [CH3:1][O:2][C:3](=[O:40])/[CH:4]=[CH:5]/[C:6]1[CH:11]=[CH:10][C:9]([C:12]([CH2:37][CH3:38])([C:15]2[CH:20]=[CH:19][C:18]([C:21]#[C:22][C:23]([O:32][CH2:33][O:34][CH3:35])([C:28]([F:31])([F:30])[F:29])[C:24]([F:27])([F:26])[F:25])=[C:17]([CH3:36])[CH:16]=2)[CH2:13][CH3:14])=[CH:8][C:7]=1[CH3:39].[BH4-].[Na+].[NH4+].[Cl-]. The catalyst class is: 61. (5) Reactant: [Br:1][C:2]1[CH:3]=[CH:4][C:5]2[CH2:11][CH2:10][CH2:9][C:8]([CH2:12][Cl:13])=[CH:7][C:6]=2[CH:14]=1.[NH2:15][C:16]([NH2:18])=[S:17]. Product: [ClH:13].[C:16]([S:17][CH2:12][C:8]1[CH2:9][CH2:10][CH2:11][C:5]2[CH:4]=[CH:3][C:2]([Br:1])=[CH:14][C:6]=2[CH:7]=1)(=[NH:15])[NH2:18]. The catalyst class is: 8.